Dataset: Peptide-MHC class I binding affinity with 185,985 pairs from IEDB/IMGT. Task: Regression. Given a peptide amino acid sequence and an MHC pseudo amino acid sequence, predict their binding affinity value. This is MHC class I binding data. (1) The peptide sequence is KRRWRRRWQ. The MHC is Mamu-B08 with pseudo-sequence Mamu-B08. The binding affinity (normalized) is 0.440. (2) The peptide sequence is LMTHTWHAK. The MHC is HLA-B39:01 with pseudo-sequence HLA-B39:01. The binding affinity (normalized) is 0.0847. (3) The peptide sequence is SDYLELDTA. The MHC is Patr-B2401 with pseudo-sequence Patr-B2401. The binding affinity (normalized) is 0.510. (4) The peptide sequence is ALWDSNFFT. The MHC is HLA-A68:02 with pseudo-sequence HLA-A68:02. The binding affinity (normalized) is 0.177. (5) The peptide sequence is AEMVAKYDL. The MHC is HLA-B57:01 with pseudo-sequence HLA-B57:01. The binding affinity (normalized) is 0.0847.